Dataset: Full USPTO retrosynthesis dataset with 1.9M reactions from patents (1976-2016). Task: Predict the reactants needed to synthesize the given product. (1) Given the product [CH3:31][O:28][C:25](=[O:26])[CH:16]=[CH:15][C:17]1[CH:22]=[CH:21][CH:20]=[C:19]([NH:23][C:9](=[O:10])[CH:8]=[CH:7][C:1]2[CH:6]=[CH:5][CH:4]=[CH:3][CH:2]=2)[CH:18]=1, predict the reactants needed to synthesize it. The reactants are: [C:1]1([CH:7]=[CH:8][C:9](Cl)=[O:10])[CH:6]=[CH:5][CH:4]=[CH:3][CH:2]=1.COC(=O)[C:15]([C:17]1[CH:22]=[CH:21][CH:20]=[C:19]([NH2:23])[CH:18]=1)=[CH2:16].[C:25]([O-:28])(O)=[O:26].[Na+].O1CCC[CH2:31]1. (2) Given the product [O:39]=[S:2]1(=[O:1])[CH2:3][CH2:4][CH:5]([NH:8][S:9]([C:12]2[S:16][C:15]([C:17]3[CH:22]=[CH:21][N:20]=[C:19]4[NH:23][C:24]([CH:26]5[CH2:27][CH2:28][CH2:29][NH:30][CH2:31]5)=[CH:25][C:18]=34)=[CH:14][CH:13]=2)(=[O:11])=[O:10])[CH2:6][CH2:7]1, predict the reactants needed to synthesize it. The reactants are: [O:1]=[S:2]1(=[O:39])[CH2:7][CH2:6][CH:5]([NH:8][S:9]([C:12]2[S:16][C:15]([C:17]3[CH:22]=[CH:21][N:20]=[C:19]4[NH:23][C:24]([C:26]5[CH2:27][CH2:28][CH2:29][N:30](C(OC(C)(C)C)=O)[CH:31]=5)=[CH:25][C:18]=34)=[CH:14][CH:13]=2)(=[O:11])=[O:10])[CH2:4][CH2:3]1. (3) Given the product [Cl:37][C:14]1[C:13]([C:4]2[CH:5]=[CH:6][CH:7]=[CH:8][C:3]=2[CH2:2][OH:1])=[CH:22][C:21]([OH:23])=[C:20]2[C:15]=1[C:16](=[O:36])[NH:17][CH:18]=[N:19]2, predict the reactants needed to synthesize it. The reactants are: [OH:1][CH2:2][C:3]1[CH:8]=[CH:7][CH:6]=[CH:5][C:4]=1B(O)O.Br[C:13]1[C:14]([Cl:37])=[C:15]2[C:20](=[C:21]([O:23]COCCOC)[CH:22]=1)[N:19]=[CH:18][N:17](COCCOC)[C:16]2=[O:36]. (4) Given the product [CH3:21][O:20][C:17]1[CH:16]=[CH:15][C:14]([C:9]2([C:6]3[CH:5]=[CH:4][C:3]([O:2][CH3:1])=[CH:8][CH:7]=3)[CH2:11][C:10]2=[CH2:12])=[CH:19][CH:18]=1, predict the reactants needed to synthesize it. The reactants are: [CH3:1][O:2][C:3]1[CH:8]=[CH:7][C:6]([C:9]2([C:14]3[CH:19]=[CH:18][C:17]([O:20][CH3:21])=[CH:16][CH:15]=3)[CH2:11][C:10]2(Br)[CH3:12])=[CH:5][CH:4]=1.CS(C)=O.CC(C)([O-])C.[K+].O.